This data is from Forward reaction prediction with 1.9M reactions from USPTO patents (1976-2016). The task is: Predict the product of the given reaction. Given the reactants Cl[C:2]1[C:11]2[C:6](=[CH:7][C:8]([CH3:12])=[CH:9][CH:10]=2)[N:5]=[C:4]([C:13]2[CH:18]=[CH:17][CH:16]=[CH:15][C:14]=2[OH:19])[N:3]=1.[CH2:20]([O:27][CH2:28][C@H:29]1[CH2:34][NH:33][CH2:32][CH2:31][N:30]1[C:35]([O:37][C:38]([CH3:41])([CH3:40])[CH3:39])=[O:36])[C:21]1[CH:26]=[CH:25][CH:24]=[CH:23][CH:22]=1, predict the reaction product. The product is: [CH2:20]([O:27][CH2:28][C@H:29]1[CH2:34][N:33]([C:2]2[C:11]3[C:6](=[CH:7][C:8]([CH3:12])=[CH:9][CH:10]=3)[N:5]=[C:4]([C:13]3[CH:18]=[CH:17][CH:16]=[CH:15][C:14]=3[OH:19])[N:3]=2)[CH2:32][CH2:31][N:30]1[C:35]([O:37][C:38]([CH3:41])([CH3:40])[CH3:39])=[O:36])[C:21]1[CH:22]=[CH:23][CH:24]=[CH:25][CH:26]=1.